From a dataset of Full USPTO retrosynthesis dataset with 1.9M reactions from patents (1976-2016). Predict the reactants needed to synthesize the given product. (1) Given the product [C:1]([OH:7])([C:3]([F:6])([F:5])[F:4])=[O:2].[Cl:8][C:9]1[CH:10]=[C:11]([C:15]([OH:44])([C:38]2[CH:39]=[N+:40]([O-:46])[CH:41]=[CH:42][CH:43]=2)[C:16]([N:18]2[CH2:37][CH2:36][CH2:35][C@H:19]2[C:20]([NH:22][CH2:23][C:24]2[CH:29]=[CH:28][CH:27]=[CH:26][C:25]=2[N:30]2[CH:34]=[N:33][N:32]=[N:31]2)=[O:21])=[O:17])[CH:12]=[CH:13][CH:14]=1, predict the reactants needed to synthesize it. The reactants are: [C:1]([OH:7])([C:3]([F:6])([F:5])[F:4])=[O:2].[Cl:8][C:9]1[CH:10]=[C:11]([C:15]([OH:44])([C:38]2[CH:39]=[N:40][CH:41]=[CH:42][CH:43]=2)[C:16]([N:18]2[CH2:37][CH2:36][CH2:35][C@H:19]2[C:20]([NH:22][CH2:23][C:24]2[CH:29]=[CH:28][CH:27]=[CH:26][C:25]=2[N:30]2[CH:34]=[N:33][N:32]=[N:31]2)=[O:21])=[O:17])[CH:12]=[CH:13][CH:14]=1.C(=O)(O)[O-:46].[Na+].ClC1C=C(C=CC=1)C(OO)=O. (2) Given the product [Cl:71][C:66]1[CH:67]=[CH:68][CH:69]=[CH:70][C:65]=1[N:63]([CH3:64])[C:61]([C:59]1[S:58][C:57]2[C:51]3[CH:50]=[CH:49][C:48]([N:86]=[C:73]([C:74]4[CH:79]=[CH:78][CH:77]=[CH:76][CH:75]=4)[C:80]4[CH:85]=[CH:84][CH:83]=[CH:82][CH:81]=4)=[CH:72][C:52]=3[O:53][CH2:54][CH2:55][C:56]=2[CH:60]=1)=[O:62], predict the reactants needed to synthesize it. The reactants are: C1C=CC(P(C2C(C3C(P(C4C=CC=CC=4)C4C=CC=CC=4)=CC=C4C=3C=CC=C4)=C3C(C=CC=C3)=CC=2)C2C=CC=CC=2)=CC=1.Br[C:48]1[CH:49]=[CH:50][C:51]2[C:57]3[S:58][C:59]([C:61]([N:63]([C:65]4[CH:70]=[CH:69][CH:68]=[CH:67][C:66]=4[Cl:71])[CH3:64])=[O:62])=[CH:60][C:56]=3[CH2:55][CH2:54][O:53][C:52]=2[CH:72]=1.[C:73](=[NH:86])([C:80]1[CH:85]=[CH:84][CH:83]=[CH:82][CH:81]=1)[C:74]1[CH:79]=[CH:78][CH:77]=[CH:76][CH:75]=1.CC([O-])(C)C.[Na+]. (3) Given the product [CH2:1]([O:8][C:9]([NH:11][C@H:12]([C:17]([NH:49][C@H:48]([C:47]([O:46][C:42]([CH3:45])([CH3:44])[CH3:43])=[O:51])[CH3:50])=[O:19])[CH2:13][CH2:14][S:15][CH3:16])=[O:10])[C:2]1[CH:3]=[CH:4][CH:5]=[CH:6][CH:7]=1, predict the reactants needed to synthesize it. The reactants are: [CH2:1]([O:8][C:9]([NH:11][C@H:12]([C:17]([OH:19])=O)[CH2:13][CH2:14][S:15][CH3:16])=[O:10])[C:2]1[CH:7]=[CH:6][CH:5]=[CH:4][CH:3]=1.Cl.CN(C)CCCN=C=NCC.C1C=CC2N(O)N=NC=2C=1.[C:42]([O:46][C:47](=[O:51])[C@H:48]([CH3:50])[NH2:49])([CH3:45])([CH3:44])[CH3:43]. (4) The reactants are: Br[C:2]1[CH:15]=[CH:14][C:5]2[S:6][C:7]3[CH:12]=[CH:11][C:10](Br)=[CH:9][C:8]=3[C:4]=2[CH:3]=1.[C:16]1([C:25]2[CH:30]=[CH:29][CH:28]=[CH:27][CH:26]=2)[CH:21]=[CH:20][CH:19]=[C:18](B(O)O)[CH:17]=1.[C:46]1([CH3:51])[CH:47]=[CH:48][CH:49]=[CH:50][C:45]=1P([C:45]1[CH:50]=[CH:49][CH:48]=[CH:47][C:46]=1[CH3:51])[C:45]1[CH:50]=[CH:49][CH:48]=[CH:47][C:46]=1[CH3:51].C(=O)([O-])[O-].[K+].[K+]. Given the product [C:16]1([C:25]2[CH:30]=[CH:29][CH:28]=[CH:27][CH:26]=2)[CH:21]=[CH:20][CH:19]=[C:18]([C:2]2[CH:15]=[CH:14][C:5]3[S:6][C:7]4[CH:12]=[CH:11][C:10]([C:3]5[CH:4]=[C:51]([C:46]6[CH:45]=[CH:50][CH:49]=[CH:48][CH:47]=6)[CH:14]=[CH:15][CH:2]=5)=[CH:9][C:8]=4[C:4]=3[CH:3]=2)[CH:17]=1, predict the reactants needed to synthesize it. (5) Given the product [NH2:12][C:10]1[NH:9][N:8]=[C:7]([C:5]([NH:4][CH:1]2[CH2:2][CH2:3]2)=[O:6])[CH:11]=1, predict the reactants needed to synthesize it. The reactants are: [CH:1]1([NH:4][C:5]([C:7]2[CH:11]=[C:10]([N+:12]([O-])=O)[NH:9][N:8]=2)=[O:6])[CH2:3][CH2:2]1. (6) Given the product [CH2:1]([C:5]1[CH:6]=[C:7]([CH:10]=[CH:11][CH:12]=1)[C:8]#[N:9])[CH2:2][CH2:3][CH3:4], predict the reactants needed to synthesize it. The reactants are: [CH:1]([C:5]1[CH:6]=[C:7]([CH:10]=[CH:11][CH:12]=1)[C:8]#[N:9])=[CH:2][CH2:3][CH3:4].